Dataset: Forward reaction prediction with 1.9M reactions from USPTO patents (1976-2016). Task: Predict the product of the given reaction. (1) Given the reactants [N:1]1[C:10]2[C:5](=[CH:6][C:7]([CH2:11][N:12]3[C:16]4=[N:17][C:18]([C:21](=O)[CH3:22])=[CH:19][N:20]=[C:15]4[N:14]=[N:13]3)=[CH:8][CH:9]=2)[CH:4]=[CH:3][CH:2]=1.Cl.[CH2:25]([O:27][NH2:28])[CH3:26], predict the reaction product. The product is: [CH2:25]([O:27]/[N:28]=[C:21](/[C:18]1[N:17]=[C:16]2[N:12]([CH2:11][C:7]3[CH:6]=[C:5]4[C:10](=[CH:9][CH:8]=3)[N:1]=[CH:2][CH:3]=[CH:4]4)[N:13]=[N:14][C:15]2=[N:20][CH:19]=1)\[CH3:22])[CH3:26]. (2) Given the reactants [C:1]([O:5][C:6]([N:8]1[C@@H:12]([CH2:13][CH2:14][C:15]2[CH:20]=[CH:19][C:18]([NH2:21])=[CH:17][CH:16]=2)[CH2:11][O:10][C:9]1([CH3:23])[CH3:22])=[O:7])([CH3:4])([CH3:3])[CH3:2].[Cl:24][C:25]1[CH:33]=[CH:32][C:28]([C:29](O)=[O:30])=[CH:27][CH:26]=1.CN1CCOCC1.CN(C(ON1N=NC2C=CC=CC1=2)=[N+](C)C)C.[B-](F)(F)(F)F, predict the reaction product. The product is: [C:1]([O:5][C:6]([N:8]1[C@@H:12]([CH2:13][CH2:14][C:15]2[CH:16]=[CH:17][C:18]([NH:21][C:29](=[O:30])[C:28]3[CH:32]=[CH:33][C:25]([Cl:24])=[CH:26][CH:27]=3)=[CH:19][CH:20]=2)[CH2:11][O:10][C:9]1([CH3:23])[CH3:22])=[O:7])([CH3:4])([CH3:2])[CH3:3].